Dataset: Full USPTO retrosynthesis dataset with 1.9M reactions from patents (1976-2016). Task: Predict the reactants needed to synthesize the given product. (1) Given the product [OH:24][C:25]1[C:30]2[C:31](=[O:34])/[C:32](=[CH:1]/[C:3]3[C:11]4[C:6](=[N:7][CH:8]=[CH:9][C:10]=4[C:12]4[CH:22]=[CH:21][C:15]([C:16]([N:18]([CH3:20])[CH3:19])=[O:17])=[CH:14][CH:13]=4)[N:5]([CH3:23])[CH:4]=3)/[O:33][C:29]=2[CH:28]=[CH:27][CH:26]=1, predict the reactants needed to synthesize it. The reactants are: [CH:1]([C:3]1[C:11]2[C:6](=[N:7][CH:8]=[CH:9][C:10]=2[C:12]2[CH:22]=[CH:21][C:15]([C:16]([N:18]([CH3:20])[CH3:19])=[O:17])=[CH:14][CH:13]=2)[N:5]([CH3:23])[CH:4]=1)=O.[OH:24][C:25]1[C:30]2[C:31](=[O:34])[CH2:32][O:33][C:29]=2[CH:28]=[CH:27][CH:26]=1.Cl. (2) Given the product [C:24]([C:28]1[CH:38]=[CH:37][C:31]([O:32][CH2:33][C@@H:34]([OH:35])[CH2:36][N:14]2[CH2:15][CH2:16][C:11]3([O:10][C:9]4[C:19]5[C:5]([C:6](=[O:23])[C:7](=[O:22])[C:8]=4[S:18][CH2:17]3)=[CH:4][C:3]([O:2][CH3:1])=[CH:21][CH:20]=5)[CH2:12][CH2:13]2)=[CH:30][CH:29]=1)([CH3:25])([CH3:26])[CH3:27], predict the reactants needed to synthesize it. The reactants are: [CH3:1][O:2][C:3]1[CH:4]=[C:5]2[C:19](=[CH:20][CH:21]=1)[C:9]1[O:10][C:11]3([CH2:17][S:18][C:8]=1[C:7](=[O:22])[C:6]2=[O:23])[CH2:16][CH2:15][NH:14][CH2:13][CH2:12]3.[C:24]([C:28]1[CH:38]=[CH:37][C:31]([O:32][CH2:33][C@@H:34]2[CH2:36][O:35]2)=[CH:30][CH:29]=1)([CH3:27])([CH3:26])[CH3:25].